Dataset: Forward reaction prediction with 1.9M reactions from USPTO patents (1976-2016). Task: Predict the product of the given reaction. (1) The product is: [CH3:21][O:22][CH2:23][C:24]1[CH:25]=[C:26]([CH:29]=[CH:30][CH:31]=1)[CH2:27][NH:28][C:2]1[C:3]2[CH:4]=[CH:5][C:6]([NH:20][CH2:19][C:17]3[O:18][C:14]([CH3:13])=[CH:15][CH:16]=3)=[N:7][C:8]=2[CH:9]=[CH:10][CH:11]=1. Given the reactants Br[C:2]1[CH:11]=[CH:10][CH:9]=[C:8]2[C:3]=1[CH:4]=[CH:5][C:6](Cl)=[N:7]2.[CH3:13][C:14]1[O:18][C:17]([CH2:19][NH2:20])=[CH:16][CH:15]=1.[CH3:21][O:22][CH2:23][C:24]1[CH:25]=[C:26]([CH:29]=[CH:30][CH:31]=1)[CH2:27][NH2:28], predict the reaction product. (2) Given the reactants CN(C(ON1N=NC2C=CC=CC1=2)=[N+](C)C)C.[B-](F)(F)(F)F.[Br:23][C:24]1[CH:25]=[N:26][C:27]2[N:28]([N:30]=[C:31]([C:33]([OH:35])=O)[CH:32]=2)[CH:29]=1.[N:36]1[C:41]2[CH2:42][CH2:43][NH:44][CH2:45][CH2:46][C:40]=2[CH:39]=[CH:38][CH:37]=1, predict the reaction product. The product is: [Br:23][C:24]1[CH:25]=[N:26][C:27]2[N:28]([N:30]=[C:31]([C:33]([N:44]3[CH2:45][CH2:46][C:40]4[CH:39]=[CH:38][CH:37]=[N:36][C:41]=4[CH2:42][CH2:43]3)=[O:35])[CH:32]=2)[CH:29]=1. (3) Given the reactants [NH2:1][C:2]([C:4]1[CH:9]=[CH:8][C:7]([C:10]2[CH:15]=[CH:14][CH:13]=[C:12]([CH:16]3[CH2:21][CH2:20][N:19](C(OC(C)(C)C)=O)[CH2:18][CH2:17]3)[CH:11]=2)=[CH:6][CH:5]=1)=[O:3].[ClH:29], predict the reaction product. The product is: [ClH:29].[NH:19]1[CH2:20][CH2:21][CH:16]([C:12]2[CH:11]=[C:10]([C:7]3[CH:8]=[CH:9][C:4]([C:2]([NH2:1])=[O:3])=[CH:5][CH:6]=3)[CH:15]=[CH:14][CH:13]=2)[CH2:17][CH2:18]1. (4) Given the reactants [NH2:1][CH2:2][C:3]1[CH:8]=[CH:7][N:6]=[C:5]([O:9][CH3:10])[CH:4]=1.[F:11][C:12]([F:23])([F:22])[C:13](O[C:13](=[O:14])[C:12]([F:23])([F:22])[F:11])=[O:14], predict the reaction product. The product is: [F:11][C:12]([F:23])([F:22])[C:13]([NH:1][CH2:2][C:3]1[CH:8]=[CH:7][N:6]=[C:5]([O:9][CH3:10])[CH:4]=1)=[O:14]. (5) The product is: [Br:1][C:2]1[C:3]([N:27]2[CH2:28][CH2:29][C:25]([OH:30])([CH3:24])[CH2:26]2)=[N:4][CH:5]=[C:6]([CH:21]=1)[C:7]([NH:9][C:10]1[CH:15]=[CH:14][C:13]([O:16][C:17]([F:20])([F:19])[F:18])=[CH:12][CH:11]=1)=[O:8]. Given the reactants [Br:1][C:2]1[C:3](Cl)=[N:4][CH:5]=[C:6]([CH:21]=1)[C:7]([NH:9][C:10]1[CH:15]=[CH:14][C:13]([O:16][C:17]([F:20])([F:19])[F:18])=[CH:12][CH:11]=1)=[O:8].Cl.[CH3:24][C:25]1([OH:30])[CH2:29][CH2:28][NH:27][CH2:26]1, predict the reaction product. (6) Given the reactants [CH2:1]([C@@:5]1([C:21]([O:23][C:24]([CH3:27])([CH3:26])[CH3:25])=[O:22])[CH2:9][C@H:8]([C:10]2[O:14][N:13]=[C:12]([CH3:15])[N:11]=2)[C@H:7]([C:16]2[N:17]=[CH:18][S:19][CH:20]=2)[NH:6]1)[CH:2]([CH3:4])[CH3:3].[OH-].[Na+], predict the reaction product. The product is: [CH2:1]([C@@:5]1([C:21]([O:23][C:24]([CH3:26])([CH3:25])[CH3:27])=[O:22])[CH2:9][C@@H:8]([C:10]2[O:14][N:13]=[C:12]([CH3:15])[N:11]=2)[C@H:7]([C:16]2[N:17]=[CH:18][S:19][CH:20]=2)[NH:6]1)[CH:2]([CH3:4])[CH3:3].